This data is from Forward reaction prediction with 1.9M reactions from USPTO patents (1976-2016). The task is: Predict the product of the given reaction. (1) Given the reactants N1C=CC=CC=1.Cl.[CH3:8][NH:9][O:10][CH3:11].[C:12](Cl)(=[O:16])[CH2:13][CH2:14][CH3:15], predict the reaction product. The product is: [CH3:11][O:10][N:9]([CH3:8])[C:12](=[O:16])[CH2:13][CH2:14][CH3:15]. (2) Given the reactants [H-].[Na+].[Br:3][C:4]1[CH:5]=[C:6]([OH:10])[CH:7]=[CH:8][CH:9]=1.Br[C:12]1[CH:17]=CC=C[C:13]=1[OH:18].CC(=O)OCC, predict the reaction product. The product is: [Br:3][C:4]1[CH:5]=[C:6]([CH:7]=[CH:8][CH:9]=1)[O:10][CH2:17][CH:12]1[CH2:13][O:18]1.